From a dataset of Full USPTO retrosynthesis dataset with 1.9M reactions from patents (1976-2016). Predict the reactants needed to synthesize the given product. (1) Given the product [Br:1][C:2]1[CH:10]=[CH:9][C:5]([C:6]([O:8][CH3:12])=[O:7])=[C:4]([Cl:11])[CH:3]=1, predict the reactants needed to synthesize it. The reactants are: [Br:1][C:2]1[CH:10]=[CH:9][C:5]([C:6]([OH:8])=[O:7])=[C:4]([Cl:11])[CH:3]=1.[C:12](Cl)(=O)C. (2) The reactants are: [ClH:1].[CH3:2][O:3][C:4]1[CH:12]=[CH:11][C:7]([CH2:8][CH2:9][NH2:10])=[CH:6][CH:5]=1.[C:13]([N:15]=[C:16]([NH2:18])[NH2:17])#[N:14]. Given the product [ClH:1].[CH3:2][O:3][C:4]1[CH:12]=[CH:11][C:7]([CH2:8][CH2:9][NH:10][C:13]([NH:15][C:16]([NH2:18])=[NH:17])=[NH:14])=[CH:6][CH:5]=1, predict the reactants needed to synthesize it. (3) Given the product [F:21][C:22]1[CH:23]=[C:24]([C:25]2[O:15][N:14]=[C:13]([CH2:12][N:8]3[C:9]4[C:5](=[C:4]([C:17]([F:19])([F:20])[F:18])[C:3]([C:1]#[N:2])=[CH:11][CH:10]=4)[CH:6]=[CH:7]3)[N:16]=2)[CH:28]=[C:29]([C:31]([F:32])([F:33])[F:34])[CH:30]=1, predict the reactants needed to synthesize it. The reactants are: [C:1]([C:3]1[C:4]([C:17]([F:20])([F:19])[F:18])=[C:5]2[C:9](=[CH:10][CH:11]=1)[N:8]([CH2:12][C:13](=[NH:16])[NH:14][OH:15])[CH:7]=[CH:6]2)#[N:2].[F:21][C:22]1[CH:23]=[C:24]([CH:28]=[C:29]([C:31]([F:34])([F:33])[F:32])[CH:30]=1)[C:25](O)=O. (4) Given the product [CH3:21][O:22][C:23]([C:25]1[CH:33]=[C:32]2[C:28]([C:29]([CH:43]3[CH2:48][CH2:47][CH2:46][CH2:45][CH2:44]3)=[C:30]([C:13]3[CH:14]=[C:15]4[C:10](=[CH:11][CH:12]=3)[N:9]=[C:8]([C:4]3[S:3][C:2]([CH3:1])=[N:6][C:5]=3[CH3:7])[CH:17]=[CH:16]4)[N:31]2[CH2:34][C:35]([O:37][C:38]([CH3:41])([CH3:39])[CH3:40])=[O:36])=[CH:27][CH:26]=1)=[O:24], predict the reactants needed to synthesize it. The reactants are: [CH3:1][C:2]1[S:3][C:4]([C:8]2[CH:17]=[CH:16][C:15]3[C:10](=[CH:11][CH:12]=[C:13](B(O)O)[CH:14]=3)[N:9]=2)=[C:5]([CH3:7])[N:6]=1.[CH3:21][O:22][C:23]([C:25]1[CH:33]=[C:32]2[C:28]([C:29]([CH:43]3[CH2:48][CH2:47][CH2:46][CH2:45][CH2:44]3)=[C:30](Br)[N:31]2[CH2:34][C:35]([O:37][C:38]([CH3:41])([CH3:40])[CH3:39])=[O:36])=[CH:27][CH:26]=1)=[O:24].COC(C1C=C2C(C(C3CCCCC3)=C(C3C=CC([N+]([O-])=O)=C(C(OC)OC)C=3)N2CC(N2CCOCC2)=O)=CC=1)=O.